From a dataset of Experimentally validated miRNA-target interactions with 360,000+ pairs, plus equal number of negative samples. Binary Classification. Given a miRNA mature sequence and a target amino acid sequence, predict their likelihood of interaction. (1) The miRNA is mmu-miR-7222-3p with sequence UCCAGGACAGUGGGCAGGAGCAG. The protein sequence of the target gene is MDIIQKSIFNSGPHSRGIYEPPLGYFTPYNTPPYIAAYSDSGSWLADHHQHHQQQHQQHQQQMQHIRFPTPPITPPRPIAGYGYRQRTQSVIMKARGQQDELCRSPVEFPDDSKSCSSSSECGTASDFVCNWTDCDRVFDTLDALAQHVTQRHAIASLTDGLYYCRWRGCQRSERGFNARYKMLVHTRTHTKEKPHRCHLCEKSFSRAENLKIHIRSHSGEKPYKCSFEGCQKAYSNSSDRFKHTRTHSMEKPYMCKVAGCQKRYTDPSSLRKHVKTFKHSIHLIASQPLTLPSVPCLLE.... Result: 0 (no interaction). (2) The miRNA is mmu-miR-98-5p with sequence UGAGGUAGUAAGUUGUAUUGUU. The protein sequence of the target gene is MNFLLSWVHWTLALLLYLHHAKWSQAAPTTEGEQKSHEVIKFMDVYQRSYCRPIETLVDIFQEYPDEIEYIFKPSCVPLMRCAGCCNDEALECVPTSESNITMQIMRIKPHQSQHIGEMSFLQHSRCECRPKKDRTKPEKKSVRGKGKGQKRKRKKSRFKSWSVHCEPCSERRKHLFVQDPQTCKCSCKNTDSRCKARQLELNERTCRCDKPRR. Result: 0 (no interaction). (3) The miRNA is hsa-miR-187-5p with sequence GGCUACAACACAGGACCCGGGC. Result: 0 (no interaction). The protein sequence of the target gene is MCDFTEDQTAEFKEAFQLFDRTGDGKILYSQCGDVMRALGQNPTNAEVLKVLGNPKSDEMNVKVLDFEHFLPMLQTVAKNKDQGTYEDYVEGLRVFDKEGNGTVMGAEIRHVLVTLGEKMTEEEVEMLVAGHEDSNGCINYEAFVRHILSG. (4) The miRNA is hsa-miR-6875-5p with sequence UGAGGGACCCAGGACAGGAGA. The protein sequence of the target gene is MTTLAGAVPRMMRPGPGQNYPRSGFPLEVSTPLGQGRVNQLGGVFINGRPLPNHIRHKIVEMAHHGIRPCVISRQLRVSHGCVSKILCRYQETGSIRPGAIGGSKPKQVTTPDVEKKIEEYKRENPGMFSWEIRDKLLKDAVCDRNTVPSVSSISRILRSKFGKGEEEEADLERKEAEESEKKAKHSIDGILSERASAPQSDEGSDIDSEPDLPLKRKQRRSRTTFTAEQLEELERAFERTHYPDIYTREELAQRAKLTEARVQVWFSNRRARWRKQAGANQLMAFNHLIPGGFPPTAMP.... Result: 0 (no interaction).